Predict which catalyst facilitates the given reaction. From a dataset of Catalyst prediction with 721,799 reactions and 888 catalyst types from USPTO. Reactant: Cl.[NH2:2][CH2:3][CH2:4][S:5]([NH2:8])(=[O:7])=[O:6].[CH:9]1([C:15](Cl)=[O:16])[CH2:14][CH2:13][CH2:12][CH2:11][CH2:10]1.C(Cl)CCl.[Cl:22][C:23]1[C:53]([CH3:54])=[CH:52][C:26]([O:27][CH2:28][CH2:29][CH2:30][C:31]2[C:39]3[C:34](=[C:35]([C:40]4[C:41]([CH2:47][OH:48])=[N:42][N:43]([CH3:46])[C:44]=4[CH3:45])[CH:36]=[CH:37][CH:38]=3)[NH:33][C:32]=2[C:49](O)=[O:50])=[CH:25][C:24]=1[CH3:55]. Product: [Cl:22][C:23]1[C:53]([CH3:54])=[CH:52][C:26]([O:27][CH2:28][CH2:29][CH2:30][C:31]2[C:39]3[C:34](=[C:35]([C:40]4[C:41]([CH2:47][OH:48])=[N:42][N:43]([CH3:46])[C:44]=4[CH3:45])[CH:36]=[CH:37][CH:38]=3)[NH:33][C:32]=2[C:49]([NH:8][S:5]([CH2:4][CH2:3][NH:2][C:15]([CH:9]2[CH2:14][CH2:13][CH2:12][CH2:11][CH2:10]2)=[O:16])(=[O:7])=[O:6])=[O:50])=[CH:25][C:24]=1[CH3:55]. The catalyst class is: 79.